From a dataset of Forward reaction prediction with 1.9M reactions from USPTO patents (1976-2016). Predict the product of the given reaction. (1) Given the reactants [CH2:1]([O:3][C:4](=[O:22])[CH:5]=[CH:6][C:7]1[CH:12]=[CH:11][C:10]([O:13]CC2C=CC=CC=2)=[CH:9][C:8]=1[CH3:21])C.[H][H], predict the reaction product. The product is: [CH3:1][O:3][C:4](=[O:22])[CH2:5][CH2:6][C:7]1[CH:12]=[CH:11][C:10]([OH:13])=[CH:9][C:8]=1[CH3:21]. (2) Given the reactants Br[CH2:2][C:3]1[CH:4]=[C:5]2[C:10](=[CH:11][CH:12]=1)[N:9]=[C:8]([Cl:13])[CH:7]=[C:6]2[CH3:14].[OH-:15].[Na+], predict the reaction product. The product is: [Cl:13][C:8]1[CH:7]=[C:6]([CH3:14])[C:5]2[C:10](=[CH:11][CH:12]=[C:3]([CH2:2][OH:15])[CH:4]=2)[N:9]=1. (3) Given the reactants CC(OC([N:8]1[CH2:13][CH2:12][N:11]([C:14]2[N:19]=[CH:18][C:17]([C:20]([OH:22])=O)=[CH:16][CH:15]=2)[CH2:10][CH2:9]1)=O)(C)C.ClC(N(C)C)=C(C)C.N1C=CC=CC=1.[NH2:37][C:38]1[N:42](C(OC(C)(C)C)=O)[N:41]=[C:40]([O:50][CH2:51][C:52]2[CH:57]=[C:56]([O:58][CH3:59])[CH:55]=[C:54]([O:60][CH3:61])[CH:53]=2)[CH:39]=1.Cl.O1CCOCC1, predict the reaction product. The product is: [CH3:59][O:58][C:56]1[CH:57]=[C:52]([CH2:51][O:50][C:40]2[CH:39]=[C:38]([NH:37][C:20]([C:17]3[CH:18]=[N:19][C:14]([N:11]4[CH2:10][CH2:9][NH:8][CH2:13][CH2:12]4)=[CH:15][CH:16]=3)=[O:22])[NH:42][N:41]=2)[CH:53]=[C:54]([O:60][CH3:61])[CH:55]=1.